Dataset: Peptide-MHC class I binding affinity with 185,985 pairs from IEDB/IMGT. Task: Regression. Given a peptide amino acid sequence and an MHC pseudo amino acid sequence, predict their binding affinity value. This is MHC class I binding data. (1) The peptide sequence is RRDYRRGL. The MHC is HLA-B08:01 with pseudo-sequence HLA-B08:01. The binding affinity (normalized) is 0.0588. (2) The peptide sequence is VTFFCVMTY. The MHC is HLA-B27:05 with pseudo-sequence HLA-B27:05. The binding affinity (normalized) is 0.0847. (3) The peptide sequence is WYDALCVLL. The MHC is HLA-C04:01 with pseudo-sequence HLA-C04:01. The binding affinity (normalized) is 0.671. (4) The peptide sequence is VPAPAGPIV. The MHC is HLA-B07:02 with pseudo-sequence HLA-B07:02. The binding affinity (normalized) is 0.786. (5) The peptide sequence is PSEVELEEY. The MHC is HLA-B46:01 with pseudo-sequence HLA-B46:01. The binding affinity (normalized) is 0.0847. (6) The MHC is HLA-B07:02 with pseudo-sequence HLA-B07:02. The binding affinity (normalized) is 0.0847. The peptide sequence is DLLENLQAY.